From a dataset of Full USPTO retrosynthesis dataset with 1.9M reactions from patents (1976-2016). Predict the reactants needed to synthesize the given product. (1) Given the product [CH2:25]([O:15][C:5]1[C:6]2[C:7]3[C:12](=[CH:11][CH:10]=[CH:9][CH:8]=3)[NH:13][C:14]=2[C:2]([F:1])=[CH:3][CH:4]=1)[CH:23]1[O:24][CH2:22]1, predict the reactants needed to synthesize it. The reactants are: [F:1][C:2]1[C:14]2[NH:13][C:12]3[C:7](=[CH:8][CH:9]=[CH:10][CH:11]=3)[C:6]=2[C:5]([OH:15])=[CH:4][CH:3]=1.C(=O)([O-])[O-].[K+].[K+].[CH2:22]1[O:24][C@H:23]1[CH2:25]OS(C1C=C([N+]([O-])=O)C=CC=1)(=O)=O. (2) Given the product [Cl:23][C:24]1[CH:31]=[CH:30][C:27]([CH:28]([OH:29])[C:14]2[C:13]([C:18]([O:20][CH2:21][CH3:22])=[O:19])=[N:12][N:11]([C:6]3[C:7]([O:9][CH3:10])=[N:8][C:3]([O:2][CH3:1])=[N:4][CH:5]=3)[C:15]=2[CH3:16])=[CH:26][CH:25]=1, predict the reactants needed to synthesize it. The reactants are: [CH3:1][O:2][C:3]1[N:8]=[C:7]([O:9][CH3:10])[C:6]([N:11]2[C:15]([CH3:16])=[C:14](I)[C:13]([C:18]([O:20][CH2:21][CH3:22])=[O:19])=[N:12]2)=[CH:5][N:4]=1.[Cl:23][C:24]1[CH:31]=[CH:30][C:27]([CH:28]=[O:29])=[CH:26][CH:25]=1. (3) Given the product [NH2:15][C:13]1[CH:12]=[CH:11][C:5]([C:6]([O:8][CH2:9][CH3:10])=[O:7])=[C:4]([F:3])[CH:14]=1, predict the reactants needed to synthesize it. The reactants are: [H][H].[F:3][C:4]1[CH:14]=[C:13]([N+:15]([O-])=O)[CH:12]=[CH:11][C:5]=1[C:6]([O:8][CH2:9][CH3:10])=[O:7].